From a dataset of Retrosynthesis with 50K atom-mapped reactions and 10 reaction types from USPTO. Predict the reactants needed to synthesize the given product. (1) Given the product Cn1ncc2cc(Oc3ncccc3CN)ccc21, predict the reactants needed to synthesize it. The reactants are: Cn1ncc2cc(Oc3ncccc3C#N)ccc21. (2) Given the product CC(=O)N1CC2CCC(C1)N2Cc1coc2cc(Oc3nc4ncccc4s3)ccc12, predict the reactants needed to synthesize it. The reactants are: CC(=O)N1CC2CCC(C1)N2.ClCc1coc2cc(Oc3nc4ncccc4s3)ccc12. (3) Given the product CCCCNc1ccc(C(=O)N2CCc3c(OC)ccc(N4CCN(C)CC4)c3C2)cc1, predict the reactants needed to synthesize it. The reactants are: CCCCNc1ccc(C(=O)O)cc1.COc1ccc(N2CCN(C)CC2)c2c1CCNC2. (4) Given the product Cc1cc(O[C@H]2CC[C@H](C(=O)NN)CC2)nc(C)n1, predict the reactants needed to synthesize it. The reactants are: COC(=O)[C@H]1CC[C@H](Oc2cc(C)nc(C)n2)CC1.NN. (5) Given the product Cc1cccc(N2CCN(CCNC(=O)c3ccc(S(=O)(=O)Nc4ccccc4Oc4ccc(Cl)cc4Cl)cc3)CC2)n1, predict the reactants needed to synthesize it. The reactants are: Cc1cccc(N2CCN(CCN)CC2)n1.O=C(O)c1ccc(S(=O)(=O)Nc2ccccc2Oc2ccc(Cl)cc2Cl)cc1. (6) Given the product OCc1cc2ncc(Oc3nc4ncccc4s3)cc2o1, predict the reactants needed to synthesize it. The reactants are: Clc1nc2ncccc2s1.OCc1cc2ncc(O)cc2o1.